From a dataset of Forward reaction prediction with 1.9M reactions from USPTO patents (1976-2016). Predict the product of the given reaction. (1) Given the reactants [CH2:1]([O:5][CH2:6][CH2:7][O:8][C:9]1[CH:14]=[CH:13][C:12]([C:15]2[CH:16]=[CH:17][C:18]3[N:24]([CH2:25][CH:26]([CH3:28])[CH3:27])[CH2:23][CH2:22][C:21]([C:29]([NH:31][C:32]4[CH:37]=[CH:36][C:35]([S:38][CH2:39][C:40]5[N:41]=[N:42][N:43]([CH3:45])[N:44]=5)=[CH:34][CH:33]=4)=[O:30])=[CH:20][C:19]=3[CH:46]=2)=[CH:11][CH:10]=1)[CH2:2][CH2:3][CH3:4].ClC1C=CC=C(C(OO)=[O:55])C=1.S([O-])([O-])(=O)=S.[Na+].[Na+], predict the reaction product. The product is: [CH2:1]([O:5][CH2:6][CH2:7][O:8][C:9]1[CH:10]=[CH:11][C:12]([C:15]2[CH:16]=[CH:17][C:18]3[N:24]([CH2:25][CH:26]([CH3:27])[CH3:28])[CH2:23][CH2:22][C:21]([C:29]([NH:31][C:32]4[CH:33]=[CH:34][C:35]([S:38]([CH2:39][C:40]5[N:41]=[N:42][N:43]([CH3:45])[N:44]=5)=[O:55])=[CH:36][CH:37]=4)=[O:30])=[CH:20][C:19]=3[CH:46]=2)=[CH:13][CH:14]=1)[CH2:2][CH2:3][CH3:4]. (2) Given the reactants [Br-].[Cl:2][C:3]1[N:4]=[N+:5]([CH2:14][C:15]([O:17][CH2:18][CH3:19])=[O:16])[C:6]([N:9]=[CH:10]N(C)C)=[CH:7][CH:8]=1.C(N(C(C)C)CC)(C)C, predict the reaction product. The product is: [CH2:18]([O:17][C:15]([C:14]1[N:5]2[N:4]=[C:3]([Cl:2])[CH:8]=[CH:7][C:6]2=[N:9][CH:10]=1)=[O:16])[CH3:19]. (3) Given the reactants Br[C:2]1[CH:7]=[CH:6][C:5]([CH:8]([CH3:10])[CH3:9])=[C:4]([F:11])[CH:3]=1.[CH:12]1([C:17]([OH:30])([C:28]#[CH:29])[CH2:18][C:19]2[O:24][C:23]([CH3:26])([CH3:25])[O:22][C:21](=[O:27])[CH:20]=2)[CH2:16][CH2:15][CH2:14][CH2:13]1.C(NC(C)C)(C)C, predict the reaction product. The product is: [CH:12]1([C:17]([OH:30])([C:28]#[C:29][C:2]2[CH:7]=[CH:6][C:5]([CH:8]([CH3:10])[CH3:9])=[C:4]([F:11])[CH:3]=2)[CH2:18][C:19]2[O:24][C:23]([CH3:26])([CH3:25])[O:22][C:21](=[O:27])[CH:20]=2)[CH2:16][CH2:15][CH2:14][CH2:13]1. (4) Given the reactants [CH2:1]1[CH2:12][C:11]2[C:6](=[CH:7][CH:8]=[CH:9][CH:10]=2)[C:4](=[O:5])[CH2:3][CH2:2]1.[N+:13]([O-])([OH:15])=[O:14], predict the reaction product. The product is: [N+:13]([C:8]1[CH:9]=[CH:10][C:11]2[CH2:12][CH2:1][CH2:2][CH2:3][C:4](=[O:5])[C:6]=2[CH:7]=1)([O-:15])=[O:14]. (5) Given the reactants Cl[C:2]1[C:7]2[C:8](=[O:22])[N:9]([CH2:11][C:12]3[CH:17]=[CH:16][C:15]([O:18][CH3:19])=[CH:14][C:13]=3[O:20][CH3:21])[CH2:10][C:6]=2[C:5]([F:23])=[C:4]([NH:24][C@H:25]2[CH2:30][CH2:29][CH2:28][CH2:27][C@H:26]2[NH:31][C:32](=[O:38])[O:33][C:34]([CH3:37])([CH3:36])[CH3:35])[N:3]=1.[CH3:39][N:40]1[CH:44]=[C:43](B2OC(C)(C)C(C)(C)O2)[CH:42]=[N:41]1.C(=O)([O-])[O-].[Na+].[Na+], predict the reaction product. The product is: [CH3:21][O:20][C:13]1[CH:14]=[C:15]([O:18][CH3:19])[CH:16]=[CH:17][C:12]=1[CH2:11][N:9]1[CH2:10][C:6]2[C:5]([F:23])=[C:4]([NH:24][C@H:25]3[CH2:30][CH2:29][CH2:28][CH2:27][C@H:26]3[NH:31][C:32](=[O:38])[O:33][C:34]([CH3:37])([CH3:36])[CH3:35])[N:3]=[C:2]([C:43]3[CH:42]=[N:41][N:40]([CH3:39])[CH:44]=3)[C:7]=2[C:8]1=[O:22]. (6) Given the reactants [CH3:1][O:2][C:3]1[CH:4]=[CH:5][C:6]2[O:11][CH2:10][CH2:9][N:8](C(=O)C)[C:7]=2[CH:15]=1.O.[OH-].[K+], predict the reaction product. The product is: [CH3:1][O:2][C:3]1[CH:4]=[CH:5][C:6]2[O:11][CH2:10][CH2:9][NH:8][C:7]=2[CH:15]=1.